Dataset: Reaction yield outcomes from USPTO patents with 853,638 reactions. Task: Predict the reaction yield, written as a fraction of the theoretical maximum amount of product (1.0 means a 100% yield; for example, 0.34 means a 34% yield). (1) The reactants are C(OC([N:8]1[C:16]2[C:11](=[CH:12][CH:13]=[CH:14][CH:15]=2)[CH:10]=[C:9]1[C:17]1[C:22]([Cl:23])=[N:21][CH:20]=[CH:19][N:18]=1)=O)(C)(C)C. The catalyst is C(Cl)Cl.C(O)(C(F)(F)F)=O. The product is [Cl:23][C:22]1[C:17]([C:9]2[NH:8][C:16]3[C:11]([CH:10]=2)=[CH:12][CH:13]=[CH:14][CH:15]=3)=[N:18][CH:19]=[CH:20][N:21]=1. The yield is 0.950. (2) The reactants are [NH2:1][C:2]1[CH:10]=[CH:9][CH:8]=[C:7]([O:11][CH3:12])[C:3]=1[C:4]([OH:6])=O.[NH2:13][CH2:14][CH2:15][CH2:16][C@H:17]1[O:21][C:20](=[O:22])[N:19]([C:23]2[CH:24]=[CH:25][C:26]3[S:31][CH2:30][C:29](=[O:32])[NH:28][C:27]=3[CH:33]=2)[CH2:18]1. No catalyst specified. The product is [NH2:1][C:2]1[CH:10]=[CH:9][CH:8]=[C:7]([O:11][CH3:12])[C:3]=1[C:4]([NH:13][CH2:14][CH2:15][CH2:16][C@H:17]1[O:21][C:20](=[O:22])[N:19]([C:23]2[CH:24]=[CH:25][C:26]3[S:31][CH2:30][C:29](=[O:32])[NH:28][C:27]=3[CH:33]=2)[CH2:18]1)=[O:6]. The yield is 0.780. (3) The reactants are [N+:1]([C:4]1[CH:9]=[CH:8][C:7]([O:10]N)=[CH:6][CH:5]=1)([O-:3])=[O:2].[CH3:12][O:13][C:14]1[CH:19]=[CH:18][C:17]([C:20](=[O:28])[CH2:21][C:22](=O)[CH2:23][CH2:24][CH2:25][CH3:26])=[CH:16][CH:15]=1. The catalyst is C(O)(=O)C. The product is [CH2:23]([C:22]1[O:10][C:7]2[CH:8]=[CH:9][C:4]([N+:1]([O-:3])=[O:2])=[CH:5][C:6]=2[C:21]=1[C:20](=[O:28])[C:17]1[CH:18]=[CH:19][C:14]([O:13][CH3:12])=[CH:15][CH:16]=1)[CH2:24][CH2:25][CH3:26]. The yield is 0.700. (4) The reactants are [C:1]([Si:5]([CH3:12])([CH3:11])[O:6][CH2:7][C@@H:8]1[CH2:10][O:9]1)([CH3:4])([CH3:3])[CH3:2].[NH2:13][C:14]1[CH:15]=[CH:16][C:17]2[S:22][CH2:21][C:20](=[O:23])[NH:19][C:18]=2[CH:24]=1. The catalyst is CC#N. The product is [C:1]([Si:5]([CH3:12])([CH3:11])[O:6][CH2:7][C@@H:8]([OH:9])[CH2:10][NH:13][C:14]1[CH:15]=[CH:16][C:17]2[S:22][CH2:21][C:20](=[O:23])[NH:19][C:18]=2[CH:24]=1)([CH3:4])([CH3:3])[CH3:2]. The yield is 0.440. (5) The reactants are CCN(C(C)C)C(C)C.[Cl:10][C:11]1[CH:19]=[C:18]([F:20])[CH:17]=[CH:16][C:12]=1[C:13]([OH:15])=O.C1C=CC2N(O)N=NC=2C=1.CCN=C=NCCCN(C)C.Cl.[O:43]=[C:44]([N:61]1[CH2:66][CH2:65][NH:64][CH2:63][CH2:62]1)[CH2:45][NH:46][C:47]([C:49]1[CH:54]=[CH:53][C:52]([C:55]2[CH:60]=[CH:59][CH:58]=[CH:57][CH:56]=2)=[CH:51][CH:50]=1)=[O:48]. The catalyst is CN(C=O)C.O. The product is [Cl:10][C:11]1[CH:19]=[C:18]([F:20])[CH:17]=[CH:16][C:12]=1[C:13]([N:64]1[CH2:63][CH2:62][N:61]([C:44](=[O:43])[CH2:45][NH:46][C:47]([C:49]2[CH:54]=[CH:53][C:52]([C:55]3[CH:60]=[CH:59][CH:58]=[CH:57][CH:56]=3)=[CH:51][CH:50]=2)=[O:48])[CH2:66][CH2:65]1)=[O:15]. The yield is 0.210.